This data is from Catalyst prediction with 721,799 reactions and 888 catalyst types from USPTO. The task is: Predict which catalyst facilitates the given reaction. (1) Product: [ClH:36].[NH2:25][CH2:24][CH:23]([C:20]1[CH:19]=[CH:18][C:17]([C:4]2[C:5]3[C:6]4[CH:16]=[CH:15][S:14][C:7]=4[C:8](=[O:13])[NH:9][C:10]=3[CH:11]=[CH:12][C:3]=2[O:2][CH3:1])=[CH:22][CH:21]=1)[CH:33]([CH3:34])[CH3:35]. The catalyst class is: 28. Reactant: [CH3:1][O:2][C:3]1[CH:12]=[CH:11][C:10]2[NH:9][C:8](=[O:13])[C:7]3[S:14][CH:15]=[CH:16][C:6]=3[C:5]=2[C:4]=1[C:17]1[CH:22]=[CH:21][C:20]([CH:23]([CH:33]([CH3:35])[CH3:34])[CH2:24][NH:25]C(=O)OC(C)(C)C)=[CH:19][CH:18]=1.[ClH:36]. (2) Reactant: [C:1]([O:5][C:6](=[O:19])[N:7]([C@H:9]1[CH2:14][CH2:13][C@H:12]([CH:15]=[C:16](Br)Br)[CH2:11][CH2:10]1)[CH3:8])([CH3:4])([CH3:3])[CH3:2].[Li]CCCC.[CH2:25]=[O:26]. Product: [C:1]([O:5][C:6](=[O:19])[N:7]([C@H:9]1[CH2:14][CH2:13][C@H:12]([C:15]#[C:16][CH2:25][OH:26])[CH2:11][CH2:10]1)[CH3:8])([CH3:4])([CH3:3])[CH3:2]. The catalyst class is: 1. (3) Reactant: [CH2:1]([O:8][C:9]([NH:11][CH2:12][C@@H:13]([C:22]([OH:24])=O)[NH:14][C:15]([O:17][C:18]([CH3:21])([CH3:20])[CH3:19])=[O:16])=[O:10])[C:2]1[CH:7]=[CH:6][CH:5]=[CH:4][CH:3]=1.[CH3:25][N:26](C(ON1N=NC2C=CC=NC1=2)=[N+](C)C)[CH3:27].F[P-](F)(F)(F)(F)F.CNC.C(N(CC)CC)C. Product: [C:18]([O:17][C:15]([NH:14][CH:13]([C:22]([N:26]([CH3:27])[CH3:25])=[O:24])[CH2:12][NH:11][C:9](=[O:10])[O:8][CH2:1][C:2]1[CH:3]=[CH:4][CH:5]=[CH:6][CH:7]=1)=[O:16])([CH3:19])([CH3:20])[CH3:21]. The catalyst class is: 18. (4) Reactant: CN([CH:4]=[C:5]1[C:13](=O)[C:12]2[N:11]([CH3:15])[N:10]=[C:9]([C:16]([O:18][CH2:19][CH3:20])=[O:17])[C:8]=2[C:7]([CH3:22])([CH3:21])[CH2:6]1)C.[Cl:23][C:24]1[CH:25]=[C:26]([NH:37][C:38]([NH2:40])=[NH:39])[CH:27]=[CH:28][C:29]=1[N:30]1[CH2:35][CH2:34][N:33]([CH3:36])[CH2:32][CH2:31]1. Product: [Cl:23][C:24]1[CH:25]=[C:26]([NH:37][C:38]2[N:40]=[CH:4][C:5]3[CH2:6][C:7]([CH3:21])([CH3:22])[C:8]4[C:9]([C:16]([O:18][CH2:19][CH3:20])=[O:17])=[N:10][N:11]([CH3:15])[C:12]=4[C:13]=3[N:39]=2)[CH:27]=[CH:28][C:29]=1[N:30]1[CH2:35][CH2:34][N:33]([CH3:36])[CH2:32][CH2:31]1. The catalyst class is: 35. (5) Reactant: CC(C)(C[N:6]1[C:14]2[C:9](=[CH:10][C:11]([S:15]([N:18]3[CH2:22][CH2:21][CH2:20][CH2:19]3)(=[O:17])=[O:16])=[CH:12][CH:13]=2)[C:8]2(OCCC[O:23]2)[C:7]1=[O:28])C#N.N.C1COCC1.[H][H]. Product: [N:18]1([S:15]([C:11]2[CH:10]=[C:9]3[C:14](=[CH:13][CH:12]=2)[NH:6][C:7](=[O:28])[C:8]3=[O:23])(=[O:17])=[O:16])[CH2:22][CH2:21][CH2:20][CH2:19]1. The catalyst class is: 592. (6) Reactant: Br[CH2:2][CH2:3][CH2:4][C:5]#[N:6].[OH:7][C:8]1[CH:13]=[CH:12][C:11]([CH2:14][C:15]#[N:16])=[CH:10][CH:9]=1.C(=O)([O-])[O-].[K+].[K+]. Product: [C:15]([CH2:14][C:11]1[CH:12]=[CH:13][C:8]([O:7][CH2:2][CH2:3][CH2:4][C:5]#[N:6])=[CH:9][CH:10]=1)#[N:16]. The catalyst class is: 3. (7) Product: [C:19]([C:18]1[C:13]([C:11]2[NH:2][C:1](=[O:3])[C:4]3[C:5](=[CH:6][CH:7]=[CH:8][CH:9]=3)[N:10]=2)=[N:14][CH:15]=[CH:16][CH:17]=1)(=[O:26])[C:20]1[CH:25]=[CH:24][CH:23]=[CH:22][CH:21]=1. Reactant: [C:1]([C:4]1[CH:9]=[CH:8][CH:7]=[CH:6][C:5]=1[NH:10][C:11]([C:13]1[C:18]([C:19](=[O:26])[C:20]2[CH:25]=[CH:24][CH:23]=[CH:22][CH:21]=2)=[CH:17][CH:16]=[CH:15][N:14]=1)=O)(=[O:3])[NH2:2]. The catalyst class is: 500. (8) Reactant: Cl.[CH3:2][O:3][C:4](=[O:11])[C@H:5]([CH2:7][CH:8]([CH3:10])[CH3:9])[NH2:6].[O-]S([O-])(=O)=O.[Mg+2].[CH3:18][C:19]1([CH3:28])[CH:24]2[CH2:25][CH:20]1[CH2:21][CH:22]=[C:23]2[CH:26]=O.CCN(CC)CC.[BH4-].[Na+]. Product: [CH3:18][C:19]1([CH3:28])[CH:24]2[CH2:25][CH:20]1[CH2:21][CH:22]=[C:23]2[CH2:26][NH:6][C@@H:5]([CH2:7][CH:8]([CH3:10])[CH3:9])[C:4]([O:3][CH3:2])=[O:11]. The catalyst class is: 92.